The task is: Predict the reaction yield, written as a fraction of the theoretical maximum amount of product (1.0 means a 100% yield; for example, 0.34 means a 34% yield).. This data is from Reaction yield outcomes from USPTO patents with 853,638 reactions. (1) The reactants are [CH:1]1([C:5]2[C:14]([C:15]3[NH:19][CH:18]=[N:17][N:16]=3)=[CH:13][C:8]([C:9]([O:11]C)=[O:10])=[C:7]([CH3:20])[CH:6]=2)[CH2:4][CH2:3][CH2:2]1.CO.O.[OH-].[Li+].OP(O)(O)=O. The catalyst is O. The product is [CH:1]1([C:5]2[C:14]([C:15]3[NH:19][CH:18]=[N:17][N:16]=3)=[CH:13][C:8]([C:9]([OH:11])=[O:10])=[C:7]([CH3:20])[CH:6]=2)[CH2:2][CH2:3][CH2:4]1. The yield is 0.980. (2) The reactants are [N:1]1[C:10]2[C:5](=[CH:6][CH:7]=[CH:8][CH:9]=2)[C:4]([CH2:11][NH2:12])=[CH:3][CH:2]=1.[C:13](=N)([C:20]1[CH:25]=[CH:24][CH:23]=[CH:22][CH:21]=1)[C:14]1[CH:19]=[CH:18][CH:17]=[CH:16][CH:15]=1.[C:27]([O:33][CH2:34]Cl)(=[O:32])[C:28]([CH3:31])([CH3:30])[CH3:29]. The catalyst is ClCCl.[Br-].C([N+](CCCC)(CCCC)CCCC)CCC.O. The product is [C:27]([O:33][CH2:34][CH:11]([N:12]=[C:13]([C:20]1[CH:25]=[CH:24][CH:23]=[CH:22][CH:21]=1)[C:14]1[CH:19]=[CH:18][CH:17]=[CH:16][CH:15]=1)[C:4]1[C:5]2[C:10](=[CH:9][CH:8]=[CH:7][CH:6]=2)[N:1]=[CH:2][CH:3]=1)(=[O:32])[C:28]([CH3:31])([CH3:30])[CH3:29]. The yield is 0.360.